Task: Predict the reactants needed to synthesize the given product.. Dataset: Full USPTO retrosynthesis dataset with 1.9M reactions from patents (1976-2016) (1) Given the product [CH2:1]([O:3][C:4]([C:6]1[C:7]([C:11]2[NH:20][C:13]3[CH:18]=[CH:17][CH:16]=[CH:15][C:14]=3[N:19]=2)=[N:8][NH:9][CH:10]=1)=[O:5])[CH3:2], predict the reactants needed to synthesize it. The reactants are: [CH2:1]([O:3][C:4]([C:6]1[C:7]([CH:11]=O)=[N:8][NH:9][CH:10]=1)=[O:5])[CH3:2].[C:13]1([NH2:20])[C:14]([NH2:19])=[CH:15][CH:16]=[CH:17][CH:18]=1.OS([O-])=O.[Na+]. (2) Given the product [CH3:15][O:16][C:17]([C:19]1[S:20][CH:21]=[CH:22][C:23]=1[NH:24][S:11]([C:4]1[C:5]2[O:9][CH2:8][CH2:7][C:6]=2[CH:10]=[C:2]([Br:1])[CH:3]=1)(=[O:13])=[O:12])=[O:18], predict the reactants needed to synthesize it. The reactants are: [Br:1][C:2]1[CH:3]=[C:4]([S:11](Cl)(=[O:13])=[O:12])[C:5]2[O:9][CH2:8][CH2:7][C:6]=2[CH:10]=1.[CH3:15][O:16][C:17]([C:19]1[S:20][CH:21]=[CH:22][C:23]=1[NH2:24])=[O:18].O. (3) Given the product [Cl:2][C:3]1[CH:4]=[C:5]([C:9]2([F:18])[CH2:12][C:11]3([CH2:17][CH2:16][N:15]([C:26]([NH:27][C:28]4[O:32][N:31]=[C:30]([CH3:33])[C:29]=4[CH3:34])=[O:25])[CH2:14][CH2:13]3)[CH2:10]2)[CH:6]=[CH:7][CH:8]=1, predict the reactants needed to synthesize it. The reactants are: Cl.[Cl:2][C:3]1[CH:4]=[C:5]([C:9]2([F:18])[CH2:12][C:11]3([CH2:17][CH2:16][NH:15][CH2:14][CH2:13]3)[CH2:10]2)[CH:6]=[CH:7][CH:8]=1.C1([O:25][C:26](=O)[NH:27][C:28]2[O:32][N:31]=[C:30]([CH3:33])[C:29]=2[CH3:34])C=CC=CC=1. (4) Given the product [O:20]1[CH2:21][CH2:22][O:23][CH:19]1[C:15]1[CH:14]=[C:13]([C:10]([CH3:12])([CH3:11])[CH2:9][OH:8])[CH:18]=[CH:17][CH:16]=1, predict the reactants needed to synthesize it. The reactants are: [H-].[H-].[H-].[H-].[Li+].[Al+3].C[O:8][C:9](=O)[C:10]([C:13]1[CH:18]=[CH:17][CH:16]=[C:15]([CH:19]2[O:23][CH2:22][CH2:21][O:20]2)[CH:14]=1)([CH3:12])[CH3:11]. (5) The reactants are: C([O:8][C:9]1[CH:14]=[C:13]([C:15]2[CH:19]=[CH:18][N:17]([Si:20]([CH:27]([CH3:29])[CH3:28])([CH:24]([CH3:26])[CH3:25])[CH:21]([CH3:23])[CH3:22])[CH:16]=2)[CH:12]=[CH:11][C:10]=1[N:30]1[S:34](=[O:36])(=[O:35])[NH:33][C:32](=[O:37])[CH2:31]1)C1C=CC=CC=1. Given the product [OH:8][C:9]1[CH:14]=[C:13]([C:15]2[CH:19]=[CH:18][N:17]([Si:20]([CH:21]([CH3:22])[CH3:23])([CH:24]([CH3:25])[CH3:26])[CH:27]([CH3:29])[CH3:28])[CH:16]=2)[CH:12]=[CH:11][C:10]=1[N:30]1[S:34](=[O:36])(=[O:35])[NH:33][C:32](=[O:37])[CH2:31]1, predict the reactants needed to synthesize it.